This data is from Forward reaction prediction with 1.9M reactions from USPTO patents (1976-2016). The task is: Predict the product of the given reaction. (1) Given the reactants [CH2:1]([N:5]([CH2:19][CH2:20][CH2:21][CH3:22])[C:6]1[CH:11]=[CH:10][C:9]([CH:12]=[CH:13][C:14]2[S:15][CH:16]=[CH:17][CH:18]=2)=[CH:8][CH:7]=1)[CH2:2][CH2:3][CH3:4].C([Li])CCC.CN(C)[CH:30]=[O:31].O, predict the reaction product. The product is: [CH2:19]([N:5]([CH2:1][CH2:2][CH2:3][CH3:4])[C:6]1[CH:11]=[CH:10][C:9]([CH:12]=[CH:13][C:14]2[S:15][C:16]([CH:30]=[O:31])=[CH:17][CH:18]=2)=[CH:8][CH:7]=1)[CH2:20][CH2:21][CH3:22]. (2) Given the reactants C([O:3][C:4]([C:6]1[C:7]([C:12]2[CH:17]=[CH:16][C:15]([F:18])=[CH:14][N:13]=2)=[N:8][O:9][C:10]=1[CH3:11])=O)C.O.[OH-].[Na+], predict the reaction product. The product is: [F:18][C:15]1[CH:16]=[CH:17][C:12]([C:7]2[C:6]([CH2:4][OH:3])=[C:10]([CH3:11])[O:9][N:8]=2)=[N:13][CH:14]=1. (3) Given the reactants C([Sn](CCCC)(CCCC)[C:6]1[S:7][CH:8]=[CH:9][CH:10]=1)CCC.Br[C:20]1[S:24][C:23]([C:25]2[S:26][C:27](Br)=[C:28]([CH2:30][CH:31]([CH2:42][CH2:43][CH2:44][CH2:45][CH2:46][CH2:47][CH2:48][CH3:49])[CH2:32][CH2:33][CH2:34][CH2:35][CH2:36][CH2:37][CH2:38][CH2:39][CH2:40][CH3:41])[CH:29]=2)=[CH:22][C:21]=1[CH2:51][CH:52]([CH2:63][CH2:64][CH2:65][CH2:66][CH2:67][CH2:68][CH2:69][CH3:70])[CH2:53][CH2:54][CH2:55][CH2:56][CH2:57][CH2:58][CH2:59][CH2:60][CH2:61][CH3:62].CN(C=O)C, predict the reaction product. The product is: [CH2:63]([CH:52]([CH2:53][CH2:54][CH2:55][CH2:56][CH2:57][CH2:58][CH2:59][CH2:60][CH2:61][CH3:62])[CH2:51][C:21]1[CH:22]=[C:23]([C:25]2[S:26][C:27]([C:6]3[S:7][CH:8]=[CH:9][CH:10]=3)=[C:28]([CH2:30][CH:31]([CH2:42][CH2:43][CH2:44][CH2:45][CH2:46][CH2:47][CH2:48][CH3:49])[CH2:32][CH2:33][CH2:34][CH2:35][CH2:36][CH2:37][CH2:38][CH2:39][CH2:40][CH3:41])[CH:29]=2)[S:24][C:20]=1[C:6]1[S:7][CH:8]=[CH:9][CH:10]=1)[CH2:64][CH2:65][CH2:66][CH2:67][CH2:68][CH2:69][CH3:70]. (4) The product is: [Cl:19][C:20]1[CH:21]=[C:22]([C:2]2[C:11]3[C:6](=[CH:7][C:8]([O:14][CH3:15])=[C:9]([O:12][CH3:13])[CH:10]=3)[C:5](=[O:16])[N:4]([CH2:17][CH3:18])[CH:3]=2)[CH:23]=[N:24][C:25]=1[N:26]1[CH2:27][CH2:28][CH:29]([C:32]([OH:35])([CH3:33])[CH3:34])[CH2:30][CH2:31]1. Given the reactants Br[C:2]1[C:11]2[C:6](=[CH:7][C:8]([O:14][CH3:15])=[C:9]([O:12][CH3:13])[CH:10]=2)[C:5](=[O:16])[N:4]([CH2:17][CH3:18])[CH:3]=1.[Cl:19][C:20]1[CH:21]=[C:22](B(O)O)[CH:23]=[N:24][C:25]=1[N:26]1[CH2:31][CH2:30][CH:29]([C:32]([OH:35])([CH3:34])[CH3:33])[CH2:28][CH2:27]1.C(=O)([O-])[O-].[Cs+].[Cs+].CO, predict the reaction product. (5) The product is: [CH3:1][O:2][C:3]1[CH:4]=[C:5]2[C:10](=[CH:11][C:12]=1[O:13][CH3:14])[N:9]=[CH:8][CH:7]=[C:6]2[O:15][C:16]1[CH:22]=[CH:21][C:19]([NH:20][C:37]([NH:53][CH2:52][CH2:51][N:45]2[CH2:50][CH2:49][CH2:48][CH2:47][CH2:46]2)=[O:43])=[C:18]([N+:23]([O-:25])=[O:24])[CH:17]=1. Given the reactants [CH3:1][O:2][C:3]1[CH:4]=[C:5]2[C:10](=[CH:11][C:12]=1[O:13][CH3:14])[N:9]=[CH:8][CH:7]=[C:6]2[O:15][C:16]1[CH:22]=[CH:21][C:19]([NH2:20])=[C:18]([N+:23]([O-:25])=[O:24])[CH:17]=1.C(N(CC)CC)C.ClC(Cl)(O[C:37](=[O:43])OC(Cl)(Cl)Cl)Cl.[N:45]1([CH2:51][CH2:52][NH2:53])[CH2:50][CH2:49][CH2:48][CH2:47][CH2:46]1, predict the reaction product.